Dataset: Forward reaction prediction with 1.9M reactions from USPTO patents (1976-2016). Task: Predict the product of the given reaction. (1) The product is: [ClH:10].[N:1]1[C:8]([NH2:9])=[N:7][C:5]([NH2:6])=[N:4][C:2]=1[NH2:3]. Given the reactants [N:1]1[C:8]([NH2:9])=[N:7][C:5]([NH2:6])=[N:4][C:2]=1[NH2:3].[ClH:10].NC(N)=O, predict the reaction product. (2) Given the reactants COC1C=C(C2C3C(=NC=CC=3)NC=2)C=CC=1OC.[F:20][C:21]([F:38])([F:37])[CH2:22][O:23][C:24]1[CH:33]=[CH:32][C:31]2[C:26](=[CH:27][CH:28]=[CH:29][CH:30]=2)[C:25]=1[C:34]([OH:36])=O.[CH:39]1([O:44][C:45]2[CH:46]=[C:47]([C:53]3[C:61]4[C:56](=[N:57][CH:58]=[CH:59][CH:60]=4)[NH:55][CH:54]=3)[CH:48]=[CH:49][C:50]=2[O:51][CH3:52])[CH2:43][CH2:42][CH2:41][CH2:40]1, predict the reaction product. The product is: [CH:39]1([O:44][C:45]2[CH:46]=[C:47]([C:53]3[C:61]4[C:56](=[N:57][CH:58]=[CH:59][CH:60]=4)[N:55]([C:34]([C:25]4[C:26]5[C:31](=[CH:30][CH:29]=[CH:28][CH:27]=5)[CH:32]=[CH:33][C:24]=4[O:23][CH2:22][C:21]([F:20])([F:38])[F:37])=[O:36])[CH:54]=3)[CH:48]=[CH:49][C:50]=2[O:51][CH3:52])[CH2:40][CH2:41][CH2:42][CH2:43]1. (3) Given the reactants [CH3:1][NH:2][CH2:3][C:4]1[CH:5]=[N:6][C:7]([CH3:10])=[N:8][CH:9]=1.[F:11][C:12]([F:34])([F:33])[C:13]1[CH:14]=[C:15]([C:23]2[N:27]=[CH:26][N:25](/[CH:28]=[CH:29]\[C:30]([OH:32])=O)[N:24]=2)[CH:16]=[C:17]([C:19]([F:22])([F:21])[F:20])[CH:18]=1.C(P1(=O)OP(CCC)(=O)OP(CCC)(=O)O1)CC.CCN(C(C)C)C(C)C, predict the reaction product. The product is: [F:34][C:12]([F:11])([F:33])[C:13]1[CH:14]=[C:15]([C:23]2[N:27]=[CH:26][N:25](/[CH:28]=[CH:29]\[C:30]([N:2]([CH3:1])[CH2:3][C:4]3[CH:5]=[N:6][C:7]([CH3:10])=[N:8][CH:9]=3)=[O:32])[N:24]=2)[CH:16]=[C:17]([C:19]([F:22])([F:21])[F:20])[CH:18]=1. (4) Given the reactants [O:1]1[CH2:5][CH2:4][O:3][CH:2]1[C:6]1[CH:11]=[CH:10][C:9]([C:12]2[CH:17]=[CH:16][CH:15]=[C:14]([CH2:18][NH:19][C:20](=[O:27])[C:21]3[CH:26]=[CH:25][CH:24]=[CH:23][CH:22]=3)[CH:13]=2)=[CH:8][CH:7]=1.[CH3:28][C:29](C)([O-])C.[K+].ICC, predict the reaction product. The product is: [O:1]1[CH2:5][CH2:4][O:3][CH:2]1[C:6]1[CH:7]=[CH:8][C:9]([C:12]2[CH:17]=[CH:16][CH:15]=[C:14]([CH2:18][N:19]([CH2:28][CH3:29])[C:20](=[O:27])[C:21]3[CH:22]=[CH:23][CH:24]=[CH:25][CH:26]=3)[CH:13]=2)=[CH:10][CH:11]=1. (5) Given the reactants Br[C:2]1[CH:3]=[C:4]2[C:10]([C@@H:11]([C:13]3[C:18]([Cl:19])=[CH:17][CH:16]=[C:15]([F:20])[C:14]=3[Cl:21])[CH3:12])=[CH:9][NH:8][C:5]2=[N:6][CH:7]=1.C([O-])(=O)C.[K+].[B:27]1([B:27]2[O:31][C:30]([CH3:33])([CH3:32])[C:29]([CH3:35])([CH3:34])[O:28]2)[O:31][C:30]([CH3:33])([CH3:32])[C:29]([CH3:35])([CH3:34])[O:28]1, predict the reaction product. The product is: [Cl:21][C:14]1[C:15]([F:20])=[CH:16][CH:17]=[C:18]([Cl:19])[C:13]=1[C@H:11]([C:10]1[C:4]2[C:5](=[N:6][CH:7]=[C:2]([B:27]3[O:31][C:30]([CH3:33])([CH3:32])[C:29]([CH3:35])([CH3:34])[O:28]3)[CH:3]=2)[NH:8][CH:9]=1)[CH3:12]. (6) The product is: [NH2:18][C:11]1[C:10]2[C:15](=[CH:16][CH:17]=[C:8]([C:4]3[CH:3]=[C:2]([NH:1][C:20]([NH:19][CH:22]4[CH2:26][CH2:25][CH2:24][CH2:23]4)=[O:21])[CH:7]=[CH:6][CH:5]=3)[CH:9]=2)[N:14]=[CH:13][N:12]=1. Given the reactants [NH2:1][C:2]1[CH:3]=[C:4]([C:8]2[CH:9]=[C:10]3[C:15](=[CH:16][CH:17]=2)[N:14]=[CH:13][N:12]=[C:11]3[NH2:18])[CH:5]=[CH:6][CH:7]=1.[N:19]([CH:22]1[CH2:26][CH2:25][CH2:24][CH2:23]1)=[C:20]=[O:21], predict the reaction product. (7) Given the reactants O.NN.F[C:5]1[C:10]([N:11]2[CH2:16][CH2:15][N:14]([CH3:17])[CH2:13][CH2:12]2)=[CH:9][CH:8]=[C:7]([N+:18]([O-])=O)[C:6]=1[NH2:21], predict the reaction product. The product is: [CH:17]1([N:14]2[CH2:15][CH2:16][N:11]([C:10]3[CH:5]=[C:6]([NH2:21])[C:7]([NH2:18])=[CH:8][CH:9]=3)[CH2:12][CH2:13]2)[CH2:7][CH2:6][CH2:5][CH2:10]1. (8) Given the reactants [CH3:1][N:2]([CH3:40])[C:3]1[CH:8]=[CH:7][C:6]([C:9]2[N:18]=[C:17]([O:19][CH2:20][C@@H:21]3[CH2:26][N:25]([CH2:27][CH2:28][N:29]4C(=O)C5C(=CC=CC=5)C4=O)[CH2:24][CH2:23][O:22]3)[C:16]3[C:11](=[N:12][CH:13]=[CH:14][N:15]=3)[CH:10]=2)=[CH:5][CH:4]=1.Cl, predict the reaction product. The product is: [NH2:29][CH2:28][CH2:27][N:25]1[CH2:24][CH2:23][O:22][C@H:21]([CH2:20][O:19][C:17]2[C:16]3[C:11](=[N:12][CH:13]=[CH:14][N:15]=3)[CH:10]=[C:9]([C:6]3[CH:7]=[CH:8][C:3]([N:2]([CH3:1])[CH3:40])=[CH:4][CH:5]=3)[N:18]=2)[CH2:26]1. (9) Given the reactants [H-].[Na+].[Br:3][C:4]1[NH:8][CH:7]=[C:6]([CH2:9][N:10]([CH3:18])[C:11](=[O:17])[O:12][C:13]([CH3:16])([CH3:15])[CH3:14])[CH:5]=1.C1OCCOCCOCCOCCOC1.Cl.[N:35]1[CH:40]=[CH:39][CH:38]=[C:37]([S:41](Cl)(=[O:43])=[O:42])[CH:36]=1, predict the reaction product. The product is: [C:13]([O:12][C:11](=[O:17])[N:10]([CH2:9][C:6]1[CH:5]=[C:4]([Br:3])[N:8]([S:41]([C:37]2[CH:36]=[N:35][CH:40]=[CH:39][CH:38]=2)(=[O:43])=[O:42])[CH:7]=1)[CH3:18])([CH3:14])([CH3:15])[CH3:16].